This data is from Full USPTO retrosynthesis dataset with 1.9M reactions from patents (1976-2016). The task is: Predict the reactants needed to synthesize the given product. Given the product [C:19]([C:3]1[C:2]([NH:1][S:21](=[O:24])(=[O:23])[NH2:22])=[CH:18][CH:17]=[CH:16][C:4]=1[O:5][CH2:6][C:7]1([C:10]([NH:12][CH2:13][CH2:14][CH3:15])=[O:11])[CH2:8][CH2:9]1)#[N:20], predict the reactants needed to synthesize it. The reactants are: [NH2:1][C:2]1[C:3]([C:19]#[N:20])=[C:4]([CH:16]=[CH:17][CH:18]=1)[O:5][CH2:6][C:7]1([C:10]([NH:12][CH2:13][CH2:14][CH3:15])=[O:11])[CH2:9][CH2:8]1.[S:21](Cl)(=[O:24])(=[O:23])[NH2:22].